Dataset: Forward reaction prediction with 1.9M reactions from USPTO patents (1976-2016). Task: Predict the product of the given reaction. (1) Given the reactants Br[C:2]1[S:3][C:4]([C:7]([N:9]2[CH2:14][CH2:13][CH2:12][CH:11]([C:15]([NH:17][C:18]3[CH:23]=[CH:22][C:21]([Cl:24])=[CH:20][CH:19]=3)=[O:16])[CH2:10]2)=[O:8])=[CH:5][N:6]=1.[O:25]1[CH2:30][CH2:29]O[CH2:27][CH2:26]1.O.O1C=CC=C1B(O)O.C(=O)([O-])[O-].[Cs+].[Cs+], predict the reaction product. The product is: [Cl:24][C:21]1[CH:22]=[CH:23][C:18]([NH:17][C:15]([CH:11]2[CH2:12][CH2:13][CH2:14][N:9]([C:7]([C:4]3[S:3][C:2]([C:26]4[O:25][CH:30]=[CH:29][CH:27]=4)=[N:6][CH:5]=3)=[O:8])[CH2:10]2)=[O:16])=[CH:19][CH:20]=1. (2) The product is: [F:32][C:29]1[CH:30]=[CH:31][C:26]([CH2:25][N:14]2[CH2:15][CH2:16][C:11]3([O:10][C:9]4[C:19]5[C:5]([C:6](=[O:23])[C:7](=[O:22])[C:8]=4[S:18][CH2:17]3)=[CH:4][C:3]([O:2][CH3:1])=[CH:21][CH:20]=5)[CH2:12][CH2:13]2)=[CH:27][CH:28]=1. Given the reactants [CH3:1][O:2][C:3]1[CH:4]=[C:5]2[C:19](=[CH:20][CH:21]=1)[C:9]1[O:10][C:11]3([CH2:17][S:18][C:8]=1[C:7](=[O:22])[C:6]2=[O:23])[CH2:16][CH2:15][NH:14][CH2:13][CH2:12]3.Br[CH2:25][C:26]1[CH:31]=[CH:30][C:29]([F:32])=[CH:28][CH:27]=1, predict the reaction product.